Dataset: Forward reaction prediction with 1.9M reactions from USPTO patents (1976-2016). Task: Predict the product of the given reaction. The product is: [N+:51]([C:48]1[CH:47]=[CH:46][C:45]([C:43](=[O:44])[CH2:42][NH:41][C:12]([CH:9]2[CH2:8][CH2:7][CH:6]([CH2:5][C:4]([O:3][CH2:1][CH3:2])=[O:15])[CH2:11][CH2:10]2)=[O:14])=[CH:50][CH:49]=1)([O-:53])=[O:52]. Given the reactants [CH2:1]([O:3][C:4](=[O:15])[CH2:5][C@H:6]1[CH2:11][CH2:10][C@H:9]([C:12]([OH:14])=O)[CH2:8][CH2:7]1)[CH3:2].CN(C(ON1N=NC2C=CC=NC1=2)=[N+](C)C)C.F[P-](F)(F)(F)(F)F.Cl.[NH2:41][CH2:42][C:43]([C:45]1[CH:50]=[CH:49][C:48]([N+:51]([O-:53])=[O:52])=[CH:47][CH:46]=1)=[O:44].CCN(C(C)C)C(C)C, predict the reaction product.